Dataset: Catalyst prediction with 721,799 reactions and 888 catalyst types from USPTO. Task: Predict which catalyst facilitates the given reaction. (1) Reactant: CS(O[CH2:6][C@@H:7]1[O:11][C:10](=[O:12])[N:9]([C:13]2[CH:18]=[CH:17][C:16]([Cl:19])=[CH:15][CH:14]=2)[C@H:8]1[C:20]1[CH:25]=[CH:24][CH:23]=[C:22]([O:26][CH3:27])[CH:21]=1)(=O)=O.[NH:28]1[C:32]([C:33]([O:35][CH2:36][CH3:37])=[O:34])=[N:31][N:30]=[N:29]1.[Na]. Product: [Cl:19][C:16]1[CH:15]=[CH:14][C:13]([N:9]2[C@@H:8]([C:20]3[CH:25]=[CH:24][CH:23]=[C:22]([O:26][CH3:27])[CH:21]=3)[C@H:7]([CH2:6][N:29]3[N:30]=[N:31][C:32]([C:33]([O:35][CH2:36][CH3:37])=[O:34])=[N:28]3)[O:11][C:10]2=[O:12])=[CH:18][CH:17]=1. The catalyst class is: 3. (2) Reactant: C([O-])C.[Na+].[Cl:5][C:6]1[C:7]([O:9][C:10](=[O:13])[C:11]=1[Cl:12])=O.Cl.[CH3:15][O:16][NH2:17]. Product: [Cl:12][C:11]1[C:10](=[O:13])[N:17]([O:16][CH3:15])[C:7](=[O:9])[C:6]=1[Cl:5]. The catalyst class is: 15. (3) The catalyst class is: 103. Reactant: Br[C:2]1[N:7]2[CH:8]=[N:9][N:10]=[C:6]2[C:5]([O:11][CH3:12])=[N:4][CH:3]=1.[S:13]1[CH:17]=[CH:16][CH:15]=[C:14]1B(O)O.C([O-])([O-])=O.[Cs+].[Cs+].O1CCOCC1. Product: [CH3:12][O:11][C:5]1[C:6]2[N:7]([CH:8]=[N:9][N:10]=2)[C:2]([C:14]2[S:13][CH:17]=[CH:16][CH:15]=2)=[CH:3][N:4]=1.